Dataset: KCNQ2 potassium channel screen with 302,405 compounds. Task: Binary Classification. Given a drug SMILES string, predict its activity (active/inactive) in a high-throughput screening assay against a specified biological target. (1) The molecule is Clc1c(S(=O)(=O)N2CCCCCC2)cc([N+]([O-])=O)cc1. The result is 0 (inactive). (2) The compound is S(=O)(=O)(N1CCCC1)c1ccc(NC(=O)Cc2ccc(F)cc2)cc1. The result is 0 (inactive).